This data is from Reaction yield outcomes from USPTO patents with 853,638 reactions. The task is: Predict the reaction yield, written as a fraction of the theoretical maximum amount of product (1.0 means a 100% yield; for example, 0.34 means a 34% yield). (1) The reactants are [C:1]1([C:7]([OH:9])=[O:8])([C:4](O)=[O:5])[CH2:3][CH2:2]1.C(N(CC)CC)C.S(Cl)(Cl)=O.[NH:21]1[C:25]2=[N:26][CH:27]=[CH:28][C:29]([NH:30][C:31]3[CH:36]=[CH:35][C:34]([NH2:37])=[CH:33][CH:32]=3)=[C:24]2[CH:23]=[CH:22]1. The catalyst is O1CCCC1. The product is [NH:21]1[C:25]2=[N:26][CH:27]=[CH:28][C:29]([NH:30][C:31]3[CH:36]=[CH:35][C:34]([NH:37][C:4]([C:1]4([C:7]([OH:9])=[O:8])[CH2:3][CH2:2]4)=[O:5])=[CH:33][CH:32]=3)=[C:24]2[CH:23]=[CH:22]1. The yield is 0.370. (2) The reactants are [Br:1][C:2]1[CH:3]=[C:4]([CH:7]=[CH:8][C:9]=1[O:10][CH2:11][C:12]1[N:13]=[C:14]([C:18]2[O:19][CH:20]=[CH:21][CH:22]=2)[O:15][C:16]=1[CH3:17])[CH:5]=[O:6].C(O)C.[BH4-].[Na+].O. The catalyst is O1CCCC1. The product is [Br:1][C:2]1[CH:3]=[C:4]([CH2:5][OH:6])[CH:7]=[CH:8][C:9]=1[O:10][CH2:11][C:12]1[N:13]=[C:14]([C:18]2[O:19][CH:20]=[CH:21][CH:22]=2)[O:15][C:16]=1[CH3:17]. The yield is 0.890. (3) The reactants are [C:1]([C:3]1[CH:8]=[CH:7][C:6]([NH:9][C:10]([CH:12]2[NH:16][CH:15]([CH2:17][C:18]([CH3:21])([CH3:20])[CH3:19])[C:14]3([C:29]4[C:24](=[CH:25][C:26]([Cl:31])=[C:27]([F:30])[CH:28]=4)[NH:23][C:22]3=[O:32])[CH:13]2[C:33]2[CH:38]=[CH:37][CH:36]=[C:35]([Cl:39])[C:34]=2[F:40])=[O:11])=[CH:5][CH:4]=1)#[N:2].[OH:41]O.[OH-].[Na+]. The catalyst is CS(C)=O. The product is [C:1]([C:3]1[CH:4]=[CH:5][C:6]([NH:9][C:10]([CH:12]2[NH:16][CH:15]([CH2:17][C:18]([CH3:21])([CH3:20])[CH3:19])[C:14]3([C:29]4[C:24](=[CH:25][C:26]([Cl:31])=[C:27]([F:30])[CH:28]=4)[NH:23][C:22]3=[O:32])[CH:13]2[C:33]2[CH:38]=[CH:37][CH:36]=[C:35]([Cl:39])[C:34]=2[F:40])=[O:11])=[CH:7][CH:8]=1)(=[O:41])[NH2:2]. The yield is 0.970. (4) The reactants are CC1(C)C(C)(C)OB(C2C=C([C:15]3[CH:16]=[N:17][C:18]4[C:19]5[C:24]([C:25]6[CH:32]=[CH:31][CH:30]=[CH:29][C:26]=6[C:27]=4[CH:28]=3)=[CH:23][CH:22]=[CH:21][N:20]=5)C=CC=2)O1.Cl[C:35]1[CH:48]=[CH:47][C:46]2[C:37](=[C:38]3[C:43](=[CH:44][CH:45]=2)[CH:42]=[CH:41][C:40]([C:49]2[CH:54]=[CH:53][CH:52]=[CH:51][CH:50]=2)=[N:39]3)[N:36]=1.C([O-])([O-])=O.[Na+].[Na+].[CH3:61][CH2:62]O. The catalyst is C1C=CC([P]([Pd]([P](C2C=CC=CC=2)(C2C=CC=CC=2)C2C=CC=CC=2)([P](C2C=CC=CC=2)(C2C=CC=CC=2)C2C=CC=CC=2)[P](C2C=CC=CC=2)(C2C=CC=CC=2)C2C=CC=CC=2)(C2C=CC=CC=2)C2C=CC=CC=2)=CC=1.CO.C1(C)C=CC=CC=1. The product is [C:62]1([C:35]2[CH:48]=[CH:47][C:46]3[C:37]([N:36]=2)=[C:38]2[C:43]([CH:42]=[CH:41][C:40]([C:49]4[CH:54]=[C:53]([C:15]5[CH:16]=[N:17][C:18]6[C:19]7[C:24]([C:25]8[CH:32]=[CH:31][CH:30]=[CH:29][C:26]=8[C:27]=6[CH:28]=5)=[CH:23][CH:22]=[CH:21][N:20]=7)[CH:52]=[CH:51][CH:50]=4)=[N:39]2)=[CH:44][CH:45]=3)[CH:61]=[CH:27][CH:28]=[CH:15][CH:16]=1. The yield is 0.790. (5) The reactants are [N:1]1([C:6]2[CH:12]=[CH:11][C:9]([NH2:10])=[CH:8][CH:7]=2)[CH:5]=[N:4][CH:3]=[N:2]1.P(=O)(O)(O)O.[N+]([O-])(O)=O.[N:22]([O-])=O.[Na+].[CH3:26][C:27](=[O:32])[CH2:28][C:29](=[O:31])[CH3:30].C([O-])(=O)C.[K+].C([O-])([O-])=O.[Na+].[Na+]. The catalyst is C(O)C. The product is [N:1]1([C:6]2[CH:12]=[CH:11][C:9]([NH:10][N:22]=[C:28]([C:27](=[O:32])[CH3:26])[C:29](=[O:31])[CH3:30])=[CH:8][CH:7]=2)[CH:5]=[N:4][CH:3]=[N:2]1. The yield is 0.710.